This data is from Experimentally validated miRNA-target interactions with 360,000+ pairs, plus equal number of negative samples. The task is: Binary Classification. Given a miRNA mature sequence and a target amino acid sequence, predict their likelihood of interaction. The miRNA is hsa-miR-4670-3p with sequence UGAAGUUACAUCAUGGUCGCUU. The protein sequence of the target gene is MSTWGFASPTPDRFAVSAEAEDKVREQQTRLERIFNVGMSVLSKDCPENPHIWLQLEGPKENVCRAKEYLKGLCSPELQSEIHYPPRLHCIFLGAHGFFLDCLAWSTSAHLVPLLPGSLMISGLTEAFVMAQSRVEELVQRLSWDLQLQSCPGAPDNGGVLRDFSALLQTREDAYTEALLRLPLAVQEELLSLVQEASRGQGPSREVGSSGLLSPQFQGVRAPLNEGREFVGTRVAGSGKSPAVRGQSHTVEKEERKQDAVRDMGSGRKELSGEEVWEPGVAYRSQLAGGGAEEVAPLKG.... Result: 0 (no interaction).